This data is from CYP2C9 inhibition data for predicting drug metabolism from PubChem BioAssay. The task is: Regression/Classification. Given a drug SMILES string, predict its absorption, distribution, metabolism, or excretion properties. Task type varies by dataset: regression for continuous measurements (e.g., permeability, clearance, half-life) or binary classification for categorical outcomes (e.g., BBB penetration, CYP inhibition). Dataset: cyp2c9_veith. The drug is CCN(CC)CCCNC(=O)CC1Sc2ccccc2NC1=O. The result is 0 (non-inhibitor).